This data is from NCI-60 drug combinations with 297,098 pairs across 59 cell lines. The task is: Regression. Given two drug SMILES strings and cell line genomic features, predict the synergy score measuring deviation from expected non-interaction effect. (1) Drug 1: CCCCC(=O)OCC(=O)C1(CC(C2=C(C1)C(=C3C(=C2O)C(=O)C4=C(C3=O)C=CC=C4OC)O)OC5CC(C(C(O5)C)O)NC(=O)C(F)(F)F)O. Drug 2: C1CNP(=O)(OC1)N(CCCl)CCCl. Cell line: HOP-92. Synergy scores: CSS=31.1, Synergy_ZIP=7.22, Synergy_Bliss=8.80, Synergy_Loewe=-20.3, Synergy_HSA=6.94. (2) Drug 1: CC1OCC2C(O1)C(C(C(O2)OC3C4COC(=O)C4C(C5=CC6=C(C=C35)OCO6)C7=CC(=C(C(=C7)OC)O)OC)O)O. Drug 2: CN(C)N=NC1=C(NC=N1)C(=O)N. Cell line: LOX IMVI. Synergy scores: CSS=53.1, Synergy_ZIP=3.40, Synergy_Bliss=2.47, Synergy_Loewe=9.26, Synergy_HSA=11.0. (3) Drug 1: CNC(=O)C1=CC=CC=C1SC2=CC3=C(C=C2)C(=NN3)C=CC4=CC=CC=N4. Drug 2: CC1CCC2CC(C(=CC=CC=CC(CC(C(=O)C(C(C(=CC(C(=O)CC(OC(=O)C3CCCCN3C(=O)C(=O)C1(O2)O)C(C)CC4CCC(C(C4)OC)O)C)C)O)OC)C)C)C)OC. Cell line: ACHN. Synergy scores: CSS=33.9, Synergy_ZIP=3.64, Synergy_Bliss=3.25, Synergy_Loewe=-8.23, Synergy_HSA=5.17. (4) Drug 1: C1CN1P(=S)(N2CC2)N3CC3. Drug 2: CN(C(=O)NC(C=O)C(C(C(CO)O)O)O)N=O. Cell line: MDA-MB-435. Synergy scores: CSS=8.19, Synergy_ZIP=0.247, Synergy_Bliss=7.62, Synergy_Loewe=4.75, Synergy_HSA=5.83. (5) Drug 1: CC1=C2C(C(=O)C3(C(CC4C(C3C(C(C2(C)C)(CC1OC(=O)C(C(C5=CC=CC=C5)NC(=O)OC(C)(C)C)O)O)OC(=O)C6=CC=CC=C6)(CO4)OC(=O)C)O)C)O. Cell line: SNB-19. Synergy scores: CSS=38.4, Synergy_ZIP=6.24, Synergy_Bliss=6.60, Synergy_Loewe=-22.4, Synergy_HSA=-0.845. Drug 2: C1=NC2=C(N1)C(=S)N=CN2. (6) Drug 1: CC1=C2C(C(=O)C3(C(CC4C(C3C(C(C2(C)C)(CC1OC(=O)C(C(C5=CC=CC=C5)NC(=O)OC(C)(C)C)O)O)OC(=O)C6=CC=CC=C6)(CO4)OC(=O)C)OC)C)OC. Drug 2: CCC1(CC2CC(C3=C(CCN(C2)C1)C4=CC=CC=C4N3)(C5=C(C=C6C(=C5)C78CCN9C7C(C=CC9)(C(C(C8N6C=O)(C(=O)OC)O)OC(=O)C)CC)OC)C(=O)OC)O.OS(=O)(=O)O. Cell line: RXF 393. Synergy scores: CSS=58.1, Synergy_ZIP=14.9, Synergy_Bliss=14.4, Synergy_Loewe=15.7, Synergy_HSA=19.8. (7) Drug 1: COC1=NC(=NC2=C1N=CN2C3C(C(C(O3)CO)O)O)N. Drug 2: C1CNP(=O)(OC1)N(CCCl)CCCl. Cell line: HCT-15. Synergy scores: CSS=-3.12, Synergy_ZIP=11.3, Synergy_Bliss=13.2, Synergy_Loewe=-4.48, Synergy_HSA=-4.12. (8) Drug 1: C1CCN(CC1)CCOC2=CC=C(C=C2)C(=O)C3=C(SC4=C3C=CC(=C4)O)C5=CC=C(C=C5)O. Drug 2: CN(C(=O)NC(C=O)C(C(C(CO)O)O)O)N=O. Cell line: OVCAR3. Synergy scores: CSS=-5.78, Synergy_ZIP=3.78, Synergy_Bliss=2.87, Synergy_Loewe=-0.768, Synergy_HSA=-2.70.